Dataset: Catalyst prediction with 721,799 reactions and 888 catalyst types from USPTO. Task: Predict which catalyst facilitates the given reaction. (1) Reactant: [CH3:1][O:2][C:3](=[O:18])[C:4]([C:7]1[C:15]2[C:10](=[CH:11][CH:12]=[C:13]([F:16])[CH:14]=2)[N:9]([NH2:17])[CH:8]=1)([CH3:6])[CH3:5].[F:19][C:20]1[CH:21]=[C:22]([C:26]2[N:31]=[C:30]([CH3:32])[C:29]([C:33](O)=[O:34])=[CH:28][N:27]=2)[CH:23]=[CH:24][CH:25]=1.C[N+]1(C2N=C(OC)N=C(OC)N=2)CCOCC1.[Cl-]. Product: [CH3:1][O:2][C:3](=[O:18])[C:4]([C:7]1[C:15]2[C:10](=[CH:11][CH:12]=[C:13]([F:16])[CH:14]=2)[N:9]([NH:17][C:33]([C:29]2[C:30]([CH3:32])=[N:31][C:26]([C:22]3[CH:23]=[CH:24][CH:25]=[C:20]([F:19])[CH:21]=3)=[N:27][CH:28]=2)=[O:34])[CH:8]=1)([CH3:6])[CH3:5]. The catalyst class is: 3. (2) Reactant: [Li+].[Cl-].[C:3](/[CH:5]=[CH:6]/[C:7]1[CH:8]=[C:9]([CH:21]=[CH:22][CH:23]=1)[O:10][C:11]1[CH:18]=[CH:17][C:14]([C:15]#[N:16])=[CH:13][C:12]=1[O:19]C)#[N:4].O.Cl. Product: [C:3](/[CH:5]=[CH:6]/[C:7]1[CH:8]=[C:9]([CH:21]=[CH:22][CH:23]=1)[O:10][C:11]1[CH:18]=[CH:17][C:14]([C:15]#[N:16])=[CH:13][C:12]=1[OH:19])#[N:4]. The catalyst class is: 3. (3) Reactant: Br[C:2]1[CH:3]=[C:4]2[CH:10]=[CH:9][N:8]([Si:11]([CH:18]([CH3:20])[CH3:19])([CH:15]([CH3:17])[CH3:16])[CH:12]([CH3:14])[CH3:13])[C:5]2=[N:6][CH:7]=1.C([Li])(C)(C)C.[C:26]([O:30][C:31]([N:33]1[CH2:37][CH2:36][CH2:35][C:34]1([CH:41]=[O:42])[CH2:38][CH2:39][CH3:40])=[O:32])([CH3:29])([CH3:28])[CH3:27]. Product: [C:26]([O:30][C:31]([N:33]1[CH2:37][CH2:36][CH2:35][C:34]1([CH:41]([OH:42])[C:2]1[CH:3]=[C:4]2[CH:10]=[CH:9][N:8]([Si:11]([CH:18]([CH3:20])[CH3:19])([CH:15]([CH3:17])[CH3:16])[CH:12]([CH3:14])[CH3:13])[C:5]2=[N:6][CH:7]=1)[CH2:38][CH2:39][CH3:40])=[O:32])([CH3:28])([CH3:29])[CH3:27]. The catalyst class is: 28.